The task is: Predict the reactants needed to synthesize the given product.. This data is from Full USPTO retrosynthesis dataset with 1.9M reactions from patents (1976-2016). (1) Given the product [Cl:12][C:13]1[C:18]([C:2]2[CH:10]=[C:9]3[C:5]([CH:6]=[N:7][N:8]3[CH3:11])=[CH:4][CH:3]=2)=[CH:17][CH:16]=[CH:15][N:14]=1, predict the reactants needed to synthesize it. The reactants are: Br[C:2]1[CH:10]=[C:9]2[C:5]([CH:6]=[N:7][N:8]2[CH3:11])=[CH:4][CH:3]=1.[Cl:12][C:13]1[C:18](B2OC(C)(C)C(C)(C)O2)=[CH:17][CH:16]=[CH:15][N:14]=1.C([O-])([O-])=O.[Na+].[Na+].ClC1C(C2C=C3C(=CC=2)NN=C3)=CC=CN=1. (2) Given the product [NH2:18][C:2]([CH3:13])=[CH:3][C:4]([O:6][CH:7]([CH3:12])[C:8]([F:11])([F:10])[F:9])=[O:5], predict the reactants needed to synthesize it. The reactants are: O=[C:2]([CH3:13])[CH2:3][C:4]([O:6][CH:7]([CH3:12])[C:8]([F:11])([F:10])[F:9])=[O:5].C([O-])(=O)C.[NH4+:18].C(O)(=O)C. (3) Given the product [F:1][C:2]1[CH:3]=[CH:4][C:5]([C:8]2[CH:12]=[C:11]([CH2:13][CH2:14][NH:15][C:22](=[O:23])[C:21]3[CH:25]=[C:17]([CH3:16])[CH:18]=[CH:19][C:20]=3[N:26]3[N:30]=[CH:29][CH:28]=[N:27]3)[O:10][N:9]=2)=[N:6][CH:7]=1, predict the reactants needed to synthesize it. The reactants are: [F:1][C:2]1[CH:3]=[CH:4][C:5]([C:8]2[CH:12]=[C:11]([CH2:13][CH2:14][NH2:15])[O:10][N:9]=2)=[N:6][CH:7]=1.[CH3:16][C:17]1[CH:18]=[CH:19][C:20]([N:26]2[N:30]=[CH:29][CH:28]=[N:27]2)=[C:21]([CH:25]=1)[C:22](O)=[O:23].